Dataset: Forward reaction prediction with 1.9M reactions from USPTO patents (1976-2016). Task: Predict the product of the given reaction. (1) Given the reactants [O:1]1[CH2:6][CH:5]=[C:4]([C:7]2[C:26]([C:27]3[CH:28]=[N:29][CH:30]=[N:31][CH:32]=3)=[CH:25][C:10]([C:11]([NH:13][C:14]3[CH:19]=[CH:18][C:17]([O:20][C:21]([F:24])([F:23])[F:22])=[CH:16][CH:15]=3)=[O:12])=[CH:9][N:8]=2)[CH2:3][CH2:2]1, predict the reaction product. The product is: [N:31]1[CH:32]=[C:27]([C:26]2[C:7]([CH:4]3[CH2:5][CH2:6][O:1][CH2:2][CH2:3]3)=[N:8][CH:9]=[C:10]([CH:25]=2)[C:11]([NH:13][C:14]2[CH:15]=[CH:16][C:17]([O:20][C:21]([F:24])([F:22])[F:23])=[CH:18][CH:19]=2)=[O:12])[CH:28]=[N:29][CH:30]=1. (2) Given the reactants [C:1]1([C:7]2[CH:8]=[CH:9][C:10]([C:13]([OH:15])=O)=[N:11][CH:12]=2)[CH:6]=[CH:5][CH:4]=[CH:3][CH:2]=1.C1C=CC2N(O)N=NC=2C=1.CCN=C=NCCCN(C)C.C(N(CC)CC)C.[O:44]1[CH2:49][CH2:48][CH2:47][CH2:46][CH:45]1[O:50][NH2:51], predict the reaction product. The product is: [O:44]1[CH2:49][CH2:48][CH2:47][CH2:46][CH:45]1[O:50][NH:51][C:13]([C:10]1[CH:9]=[CH:8][C:7]([C:1]2[CH:2]=[CH:3][CH:4]=[CH:5][CH:6]=2)=[CH:12][N:11]=1)=[O:15]. (3) Given the reactants [C:1]1([C:11]2[CH:16]=[CH:15][CH:14]=[CH:13][CH:12]=2)[CH:6]=[CH:5][C:4]([CH2:7][C:8]([OH:10])=O)=[CH:3][CH:2]=1.CN(C(ON1N=NC2C=CC=CC1=2)=[N+](C)C)C.F[P-](F)(F)(F)(F)F.CCN(C(C)C)C(C)C.[Br:50][C:51]1[C:60]2[C:55](=[CH:56][CH:57]=[CH:58][CH:59]=2)[CH:54]=[C:53]([NH2:61])[N:52]=1.C(O)(=O)CC(CC(O)=O)(C(O)=O)O, predict the reaction product. The product is: [C:1]1([C:11]2[CH:16]=[CH:15][CH:14]=[CH:13][CH:12]=2)[CH:2]=[CH:3][C:4]([CH2:7][C:8]([NH:61][C:53]2[N:52]=[C:51]([Br:50])[C:60]3[C:55]([CH:54]=2)=[CH:56][CH:57]=[CH:58][CH:59]=3)=[O:10])=[CH:5][CH:6]=1. (4) Given the reactants O1CCOCC1.[ClH:7].[OH:8][C@@H:9]1[C@@H:14]([NH:15]C(=O)OC(C)(C)C)[C:13]2[CH:23]=[C:24]([O:32][CH3:33])[C:25]([NH:27][S:28]([CH3:31])(=[O:30])=[O:29])=[CH:26][C:12]=2[O:11][C:10]1([CH3:35])[CH3:34], predict the reaction product. The product is: [ClH:7].[ClH:7].[NH2:15][C@H:14]1[C:13]2[CH:23]=[C:24]([O:32][CH3:33])[C:25]([NH:27][S:28]([CH3:31])(=[O:29])=[O:30])=[CH:26][C:12]=2[O:11][C:10]([CH3:34])([CH3:35])[C@@H:9]1[OH:8]. (5) Given the reactants Cl[C:2]1[C:7]([I:8])=[CH:6][N:5]=[C:4]([S:9][CH3:10])[N:3]=1.C(N(CC)CC)C.Cl.[NH2:19][C@@H:20]1[CH2:24][C@@H:23]([CH2:25][OH:26])[C@@H:22]([OH:27])[C@H:21]1[OH:28], predict the reaction product. The product is: [OH:26][CH2:25][C@H:23]1[CH2:24][C@@H:20]([NH:19][C:2]2[C:7]([I:8])=[CH:6][N:5]=[C:4]([S:9][CH3:10])[N:3]=2)[C@H:21]([OH:28])[C@@H:22]1[OH:27].